From a dataset of Full USPTO retrosynthesis dataset with 1.9M reactions from patents (1976-2016). Predict the reactants needed to synthesize the given product. Given the product [NH2:7][CH:6]1[CH2:5][N:4]([C:10]([O:12][CH2:13][C:14]2[CH:19]=[CH:18][CH:17]=[CH:16][CH:15]=2)=[O:11])[CH2:3][C:2]1([CH3:20])[CH3:1], predict the reactants needed to synthesize it. The reactants are: [CH3:1][C:2]1([CH3:20])[CH2:3][N:4]([C:10]([O:12][CH2:13][C:14]2[CH:19]=[CH:18][CH:17]=[CH:16][CH:15]=2)=[O:11])[CH2:5]/[C:6]/1=[N:7]\OC.B.C1COCC1.